Task: Predict the product of the given reaction.. Dataset: Forward reaction prediction with 1.9M reactions from USPTO patents (1976-2016) Given the reactants [NH:1]1[CH:5]=[C:4]([C:6]2[CH:38]=[CH:37][C:9]([C:10]([N:12]3[CH2:17][CH2:16][C:15]([CH2:19][N:20]4[C:25](=[O:26])[C:24]5[CH:27]=[N:28][N:29]([C:30]6[CH:35]=[CH:34][C:33]([F:36])=[CH:32][CH:31]=6)[C:23]=5[N:22]=[CH:21]4)([OH:18])[CH2:14][CH2:13]3)=[O:11])=[CH:8][CH:7]=2)[CH:3]=[N:2]1.OC(C(F)(F)F)=O.FC1C=C[C:50]([N:53]2C3N=CN(CC4(O)CCNCC4)C(=O)C=3C=N2)=[CH:49]C=1.N1C=C(C2C=CC(C(O)=O)=CC=2)C=N1.BrCC#N.C(=O)([O-])[O-].[Cs+].[Cs+], predict the reaction product. The product is: [F:36][C:33]1[CH:32]=[CH:31][C:30]([N:29]2[C:23]3[N:22]=[CH:21][N:20]([CH2:19][C:15]4([OH:18])[CH2:16][CH2:17][N:12]([C:10]([C:9]5[CH:37]=[CH:38][C:6]([C:4]6[CH:5]=[N:1][N:2]([CH2:49][C:50]#[N:53])[CH:3]=6)=[CH:7][CH:8]=5)=[O:11])[CH2:13][CH2:14]4)[C:25](=[O:26])[C:24]=3[CH:27]=[N:28]2)=[CH:35][CH:34]=1.